From a dataset of hERG Central: cardiac toxicity at 1µM, 10µM, and general inhibition. Predict hERG channel inhibition at various concentrations. (1) The compound is Cc1ccc(CN2CCN(Cc3cnn(-c4ccc(F)cc4)c3)CC2CCO)o1. Results: hERG_inhib (hERG inhibition (general)): blocker. (2) The molecule is CCCCC(CC)C(=O)Nc1cc(C(=O)NCCC)ccc1N1CCC2(CC1)CC(c1ccccc1)=NO2. Results: hERG_inhib (hERG inhibition (general)): blocker. (3) The compound is CCN1CCN(c2ncnc3scc(-c4ccc(OC)cc4)c23)CC1. Results: hERG_inhib (hERG inhibition (general)): blocker. (4) The molecule is COc1cccc(CCNC(=O)c2ccc(OC)c(OC3CCN(C(C)C)CC3)c2)c1. Results: hERG_inhib (hERG inhibition (general)): blocker. (5) The drug is Br.CCCCn1c(=N)n(CC(=O)c2ccc(OC)cc2)c2ccccc21. Results: hERG_inhib (hERG inhibition (general)): blocker. (6) The molecule is Br.CCCCCCCCCCn1ccc(=N)cc1. Results: hERG_inhib (hERG inhibition (general)): blocker. (7) The molecule is O=C(Cn1nc(CNc2ccc(Cl)cc2)[n+]2c1CCCCC2)c1ccc(Br)cc1.[Br-]. Results: hERG_inhib (hERG inhibition (general)): blocker.